The task is: Predict the reactants needed to synthesize the given product.. This data is from Full USPTO retrosynthesis dataset with 1.9M reactions from patents (1976-2016). (1) Given the product [F:1][C:2]1[C:3]([C:9]2[N:10]([CH:15]3[CH2:20][CH2:19][O:18][CH2:17][CH2:16]3)[C:11]([CH3:14])=[N:12][CH:13]=2)=[N:4][C:5]([NH:8][C:22]2[CH:23]=[CH:24][C:25]([C:28]([O:30][CH3:31])=[O:29])=[N:26][CH:27]=2)=[N:6][CH:7]=1, predict the reactants needed to synthesize it. The reactants are: [F:1][C:2]1[C:3]([C:9]2[N:10]([CH:15]3[CH2:20][CH2:19][O:18][CH2:17][CH2:16]3)[C:11]([CH3:14])=[N:12][CH:13]=2)=[N:4][C:5]([NH2:8])=[N:6][CH:7]=1.Br[C:22]1[CH:23]=[CH:24][C:25]([C:28]([O:30][CH3:31])=[O:29])=[N:26][CH:27]=1.C([O-])([O-])=O.[Cs+].[Cs+].CC(C1C=C(C(C)C)C(C2C=CC=CC=2P(C2CCCCC2)C2CCCCC2)=C(C(C)C)C=1)C. (2) Given the product [CH:1]([N:4]1[C:8]([C:9]2[N:10]=[C:11]3[C:17]4[CH:18]=[CH:19][C:20]([CH2:22][C:23]([OH:25])=[O:24])=[CH:21][C:16]=4[O:15][CH2:14][CH2:13][N:12]3[CH:27]=2)=[N:7][CH:6]=[N:5]1)([CH3:3])[CH3:2], predict the reactants needed to synthesize it. The reactants are: [CH:1]([N:4]1[C:8]([C:9]2[N:10]=[C:11]3[C:17]4[CH:18]=[CH:19][C:20]([CH2:22][C:23]([O:25]C)=[O:24])=[CH:21][C:16]=4[O:15][CH2:14][CH2:13][N:12]3[CH:27]=2)=[N:7][CH:6]=[N:5]1)([CH3:3])[CH3:2].[OH-].[Li+]. (3) Given the product [NH:1]1[C:9]2[C:4](=[CH:5][CH:6]=[CH:7][CH:8]=2)[C:3]([CH2:10][C:11]2[O:12][C:13]3[C:20]([CH2:21][N:22]4[CH2:23][CH2:24][NH:25][CH2:26][CH2:27]4)=[C:19]([OH:35])[CH:18]=[CH:17][C:14]=3[C:15]=2[OH:16])=[CH:2]1, predict the reactants needed to synthesize it. The reactants are: [NH:1]1[C:9]2[C:4](=[CH:5][CH:6]=[CH:7][CH:8]=2)[C:3]([CH2:10][CH:11]2[C:15](=[O:16])[C:14]3[CH:17]=[CH:18][C:19]([OH:35])=[C:20]([CH2:21][N:22]4[CH2:27][CH2:26][N:25](C(OC(C)(C)C)=O)[CH2:24][CH2:23]4)[C:13]=3[O:12]2)=[CH:2]1.Cl. (4) Given the product [Cl:24][CH2:22][C:25]([NH:7][C:6]1[CH:8]=[CH:9][CH:10]=[C:4]([N+:1]([O-:3])=[O:2])[CH:5]=1)=[O:26], predict the reactants needed to synthesize it. The reactants are: [N+:1]([C:4]1[CH:5]=[C:6]([CH:8]=[CH:9][CH:10]=1)[NH2:7])([O-:3])=[O:2].C(N(CC)CC)C.ClC(O[C:22]([Cl:24])=O)=O.[C:25](=O)(O)[O-:26].[Na+]. (5) Given the product [F:1][C:2]1[CH:3]=[C:4]2[C:9](=[N:10][CH:11]=1)[N:8]([CH3:12])[C:7](=[O:13])[C:6]([C:14]([OH:16])=[O:15])=[CH:5]2, predict the reactants needed to synthesize it. The reactants are: [F:1][C:2]1[CH:3]=[C:4]2[C:9](=[N:10][CH:11]=1)[N:8]([CH3:12])[C:7](=[O:13])[C:6]([C:14]([O:16]CC)=[O:15])=[CH:5]2.O.[OH-].[Li+].